Dataset: Peptide-MHC class I binding affinity with 185,985 pairs from IEDB/IMGT. Task: Regression. Given a peptide amino acid sequence and an MHC pseudo amino acid sequence, predict their binding affinity value. This is MHC class I binding data. (1) The peptide sequence is YRTAVCGLY. The MHC is HLA-B15:01 with pseudo-sequence HLA-B15:01. The binding affinity (normalized) is 0.503. (2) The peptide sequence is LSGLDSLDSY. The binding affinity (normalized) is 0.390. The MHC is HLA-A29:02 with pseudo-sequence HLA-A29:02. (3) The binding affinity (normalized) is 0.213. The MHC is HLA-B51:01 with pseudo-sequence HLA-B51:01. The peptide sequence is FMRERQLPQ. (4) The peptide sequence is LQSLENVAY. The MHC is HLA-B08:01 with pseudo-sequence HLA-B08:01. The binding affinity (normalized) is 0.0847. (5) The peptide sequence is YSAEALLPY. The MHC is HLA-A26:02 with pseudo-sequence HLA-A26:02. The binding affinity (normalized) is 0.898. (6) The peptide sequence is KCYGVSATK. The MHC is HLA-A03:01 with pseudo-sequence HLA-A03:01. The binding affinity (normalized) is 0.294.